This data is from NCI-60 drug combinations with 297,098 pairs across 59 cell lines. The task is: Regression. Given two drug SMILES strings and cell line genomic features, predict the synergy score measuring deviation from expected non-interaction effect. (1) Drug 1: C1=CC(=CC=C1CCC2=CNC3=C2C(=O)NC(=N3)N)C(=O)NC(CCC(=O)O)C(=O)O. Drug 2: C1CNP(=O)(OC1)N(CCCl)CCCl. Cell line: TK-10. Synergy scores: CSS=33.1, Synergy_ZIP=5.76, Synergy_Bliss=1.88, Synergy_Loewe=-2.04, Synergy_HSA=2.73. (2) Drug 1: C1CC2CC3=C(CC1C24CN(S(=O)(=O)N4)CC(F)(F)F)C=CC(=C3)C=CCN5CCC(CC5)C(F)(F)F. Drug 2: C1CNP(=O)(OC1)N(CCCl)CCCl. Cell line: UACC62. Synergy scores: CSS=13.8, Synergy_ZIP=-0.548, Synergy_Bliss=0.864, Synergy_Loewe=-9.55, Synergy_HSA=-3.87. (3) Drug 1: CNC(=O)C1=CC=CC=C1SC2=CC3=C(C=C2)C(=NN3)C=CC4=CC=CC=N4. Drug 2: C1=CN(C(=O)N=C1N)C2C(C(C(O2)CO)O)O.Cl. Cell line: HOP-62. Synergy scores: CSS=46.1, Synergy_ZIP=0.275, Synergy_Bliss=-0.588, Synergy_Loewe=-28.8, Synergy_HSA=-2.30. (4) Drug 1: C1CC(=O)NC(=O)C1N2CC3=C(C2=O)C=CC=C3N. Drug 2: CCC1(C2=C(COC1=O)C(=O)N3CC4=CC5=C(C=CC(=C5CN(C)C)O)N=C4C3=C2)O.Cl. Cell line: SK-MEL-5. Synergy scores: CSS=15.4, Synergy_ZIP=-2.08, Synergy_Bliss=6.29, Synergy_Loewe=-14.7, Synergy_HSA=4.53. (5) Drug 1: CN(C)C1=NC(=NC(=N1)N(C)C)N(C)C. Drug 2: C1=NC2=C(N=C(N=C2N1C3C(C(C(O3)CO)O)O)F)N. Cell line: CCRF-CEM. Synergy scores: CSS=14.2, Synergy_ZIP=-2.34, Synergy_Bliss=-10.3, Synergy_Loewe=-63.2, Synergy_HSA=-12.1.